From a dataset of Catalyst prediction with 721,799 reactions and 888 catalyst types from USPTO. Predict which catalyst facilitates the given reaction. (1) Reactant: CS([O:5][CH2:6][CH:7]1[CH2:12][CH2:11][N:10]([C:13]([O:15][C:16]([CH3:19])([CH3:18])[CH3:17])=[O:14])[CH2:9][CH2:8]1)(=O)=O.[Br:20][C:21]1[CH:28]=[CH:27][C:26](O)=[CH:25][C:22]=1[C:23]#[N:24].C([O-])([O-])=O.[K+].[K+].O. Product: [Br:20][C:21]1[CH:28]=[CH:27][C:26]([O:5][CH2:6][CH:7]2[CH2:12][CH2:11][N:10]([C:13]([O:15][C:16]([CH3:19])([CH3:18])[CH3:17])=[O:14])[CH2:9][CH2:8]2)=[CH:25][C:22]=1[C:23]#[N:24]. The catalyst class is: 3. (2) Reactant: [ClH:1].[N:2]1([C:8]2[N:13]=[CH:12][N:11]=[C:10]([N:14]3[C:18](=[O:19])[C:17]([N:20]4[CH:24]=[CH:23][N:22]=[N:21]4)=[CH:16][NH:15]3)[CH:9]=2)[CH2:7][CH2:6][O:5][CH2:4][CH2:3]1. Product: [ClH:1].[N:2]1([C:8]2[N:13]=[CH:12][N:11]=[C:10]([N:14]3[C:18](=[O:19])[C:17]([N:20]4[CH:24]=[CH:23][N:22]=[N:21]4)=[CH:16][NH:15]3)[CH:9]=2)[CH2:3][CH2:4][O:5][CH2:6][CH2:7]1. The catalyst class is: 12. (3) Reactant: C([O:3][C:4](=[O:41])[CH2:5][CH2:6][NH:7][C:8]1[CH:13]=[CH:12][C:11]([Cl:14])=[CH:10][C:9]=1[C:15](=[O:40])[N:16]([CH2:29][C:30]1[CH:35]=[CH:34][C:33]([C:36]([CH3:39])([CH3:38])[CH3:37])=[CH:32][CH:31]=1)[CH2:17][CH2:18][C:19]1[CH:24]=[CH:23][CH:22]=[C:21]([C:25]([F:28])([F:27])[F:26])[CH:20]=1)C.[OH-].[Na+]. Product: [C:36]([C:33]1[CH:34]=[CH:35][C:30]([CH2:29][N:16]([CH2:17][CH2:18][C:19]2[CH:24]=[CH:23][CH:22]=[C:21]([C:25]([F:27])([F:28])[F:26])[CH:20]=2)[C:15]([C:9]2[CH:10]=[C:11]([Cl:14])[CH:12]=[CH:13][C:8]=2[NH:7][CH2:6][CH2:5][C:4]([OH:41])=[O:3])=[O:40])=[CH:31][CH:32]=1)([CH3:39])([CH3:37])[CH3:38]. The catalyst class is: 14. (4) Reactant: Cl[C:2]1[CH:7]=[CH:6][N:5]=[C:4]([CH2:8][CH3:9])[C:3]=1[C:10]#[C:11][C:12]1[CH:13]=[CH:14][C:15]([NH2:18])=[N:16][CH:17]=1.[F:19][C:20]([F:31])([F:30])[C:21]1[CH:26]=[CH:25][C:24](B(O)O)=[CH:23][N:22]=1.C([O-])([O-])=O.[K+].[K+]. Product: [CH2:8]([C:4]1[C:3]([C:10]#[C:11][C:12]2[CH:13]=[CH:14][C:15]([NH2:18])=[N:16][CH:17]=2)=[C:2]([C:24]2[CH:23]=[N:22][C:21]([C:20]([F:31])([F:30])[F:19])=[CH:26][CH:25]=2)[CH:7]=[CH:6][N:5]=1)[CH3:9]. The catalyst class is: 108. (5) Reactant: [CH3:1][O:2][C:3](=[O:16])[CH:4]=[CH:5][C:6]1[CH:11]=[CH:10][CH:9]=[C:8]([S:12](Cl)(=[O:14])=[O:13])[CH:7]=1.[C:17]1([CH2:27][NH2:28])[C:26]2[C:21](=[CH:22][CH:23]=[CH:24][CH:25]=2)[CH:20]=[CH:19][CH:18]=1.C([O-])(O)=O.[Na+]. Product: [CH3:1][O:2][C:3](=[O:16])[CH:4]=[CH:5][C:6]1[CH:11]=[CH:10][CH:9]=[C:8]([S:12](=[O:14])(=[O:13])[NH:28][CH2:27][C:17]2[C:26]3[C:21](=[CH:22][CH:23]=[CH:24][CH:25]=3)[CH:20]=[CH:19][CH:18]=2)[CH:7]=1. The catalyst class is: 38. (6) Reactant: [Cl:1][C:2]1[C:3]([N:27]([CH:29]([CH3:31])[CH3:30])[CH3:28])=[CH:4][C:5]2[N:11]=[C:10]([C:12]3[CH:17]=[CH:16][CH:15]=[C:14]([N:18]4[C:22]([CH2:23]O)=[CH:21][N:20]=[N:19]4)[CH:13]=3)[CH2:9][C:8](=[O:25])[NH:7][C:6]=2[CH:26]=1.S(Cl)(Cl)=O.[Cl-].[CH:37]([NH:40][CH3:41])([CH3:39])[CH3:38]. Product: [Cl:1][C:2]1[C:3]([N:27]([CH:29]([CH3:31])[CH3:30])[CH3:28])=[CH:4][C:5]2[N:11]=[C:10]([C:12]3[CH:17]=[CH:16][CH:15]=[C:14]([N:18]4[C:22]([CH2:23][N:40]([CH:37]([CH3:39])[CH3:38])[CH3:41])=[CH:21][N:20]=[N:19]4)[CH:13]=3)[CH2:9][C:8](=[O:25])[NH:7][C:6]=2[CH:26]=1. The catalyst class is: 139. (7) Reactant: [F:1][C:2]([F:14])([C:6]1[CH:11]=[CH:10][CH:9]=[CH:8][C:7]=1[O:12][CH3:13])[C:3]([OH:5])=O.P(Cl)(Cl)(Cl)=O.Cl.[NH2:21][CH2:22][C:23]1[CH:24]=[C:25]2[C:29](=[CH:30][CH:31]=1)[C:28](=[O:32])[N:27]([CH:33]1[CH2:38][CH2:37][C:36](=[O:39])[NH:35][C:34]1=[O:40])[CH2:26]2.C(=O)(O)[O-].[Na+]. Product: [O:40]=[C:34]1[CH:33]([N:27]2[CH2:26][C:25]3[C:29](=[CH:30][CH:31]=[C:23]([CH2:22][NH:21][C:3](=[O:5])[C:2]([F:1])([F:14])[C:6]4[CH:11]=[CH:10][CH:9]=[CH:8][C:7]=4[O:12][CH3:13])[CH:24]=3)[C:28]2=[O:32])[CH2:38][CH2:37][C:36](=[O:39])[NH:35]1. The catalyst class is: 17.